Task: Predict the product of the given reaction.. Dataset: Forward reaction prediction with 1.9M reactions from USPTO patents (1976-2016) (1) The product is: [CH3:24][N:21]1[CH2:20][CH2:19][N:18]([CH2:16][C:12]2[CH:11]=[C:10]3[C:15](=[CH:14][CH:13]=2)[NH:7][CH:8]=[CH:9]3)[CH2:23][CH2:22]1. Given the reactants [H-].[Al+3].[Li+].[H-].[H-].[H-].[NH:7]1[C:15]2[C:10](=[CH:11][C:12]([C:16]([N:18]3[CH2:23][CH2:22][N:21]([CH3:24])[CH2:20][CH2:19]3)=O)=[CH:13][CH:14]=2)[CH:9]=[CH:8]1, predict the reaction product. (2) The product is: [F:33][C:34]1[CH:35]=[C:36]([CH2:41][CH2:42][NH:43][C:26]2[N:25]=[C:24]([C:20]3[CH:19]=[C:18]([CH:23]=[CH:22][CH:21]=3)[CH2:17][N:14]3[CH2:15][CH2:16][NH:11][CH:12]([C:31]#[N:32])[CH2:13]3)[CH:29]=[CH:28][N:27]=2)[CH:37]=[C:38]([F:40])[CH:39]=1. Given the reactants C(OC([N:11]1[CH2:16][CH2:15][N:14]([CH2:17][C:18]2[CH:23]=[CH:22][CH:21]=[C:20]([C:24]3[CH:29]=[CH:28][N:27]=[C:26](Cl)[N:25]=3)[CH:19]=2)[CH2:13][CH:12]1[C:31]#[N:32])=O)C1C=CC=CC=1.[F:33][C:34]1[CH:35]=[C:36]([CH2:41][CH2:42][NH2:43])[CH:37]=[C:38]([F:40])[CH:39]=1, predict the reaction product. (3) Given the reactants C(OC([N:8]([CH2:16][C:17]1[C:22]([F:23])=[CH:21][N:20]=[C:19]([C:24]2[CH:25]=[N:26][C:27]([C:30]([F:33])([F:32])[F:31])=[N:28][CH:29]=2)[CH:18]=1)C(=O)OC(C)(C)C)=O)(C)(C)C.Cl, predict the reaction product. The product is: [F:23][C:22]1[C:17]([CH2:16][NH2:8])=[CH:18][C:19]([C:24]2[CH:29]=[N:28][C:27]([C:30]([F:32])([F:33])[F:31])=[N:26][CH:25]=2)=[N:20][CH:21]=1. (4) Given the reactants [N:1]1[CH:6]=[CH:5][CH:4]=[C:3]([C:7](=O)[C:8]([O:10][CH2:11][CH3:12])=[O:9])[CH:2]=1.Cl.[NH2:15][OH:16].C([O-])(=O)C.[Na+], predict the reaction product. The product is: [OH:16]/[N:15]=[C:7](\[C:3]1[CH:2]=[N:1][CH:6]=[CH:5][CH:4]=1)/[C:8]([O:10][CH2:11][CH3:12])=[O:9].